Dataset: NCI-60 drug combinations with 297,098 pairs across 59 cell lines. Task: Regression. Given two drug SMILES strings and cell line genomic features, predict the synergy score measuring deviation from expected non-interaction effect. (1) Drug 1: C1=NC(=NC(=O)N1C2C(C(C(O2)CO)O)O)N. Drug 2: CC1=C(C(=CC=C1)Cl)NC(=O)C2=CN=C(S2)NC3=CC(=NC(=N3)C)N4CCN(CC4)CCO. Cell line: SF-539. Synergy scores: CSS=20.8, Synergy_ZIP=-0.733, Synergy_Bliss=0.739, Synergy_Loewe=-1.38, Synergy_HSA=0.710. (2) Drug 1: C1=CC(=C2C(=C1NCCNCCO)C(=O)C3=C(C=CC(=C3C2=O)O)O)NCCNCCO. Cell line: SNB-75. Synergy scores: CSS=55.4, Synergy_ZIP=-3.97, Synergy_Bliss=-5.07, Synergy_Loewe=-5.15, Synergy_HSA=-2.02. Drug 2: C(CC(=O)O)C(=O)CN.Cl. (3) Drug 1: COC1=C(C=C2C(=C1)N=CN=C2NC3=CC(=C(C=C3)F)Cl)OCCCN4CCOCC4. Drug 2: C1=NC2=C(N1)C(=S)N=CN2. Cell line: IGROV1. Synergy scores: CSS=50.5, Synergy_ZIP=4.32, Synergy_Bliss=5.57, Synergy_Loewe=-3.81, Synergy_HSA=6.10. (4) Drug 1: CN(C)N=NC1=C(NC=N1)C(=O)N. Drug 2: C1=NC(=NC(=O)N1C2C(C(C(O2)CO)O)O)N. Cell line: SK-MEL-28. Synergy scores: CSS=0.170, Synergy_ZIP=3.97, Synergy_Bliss=5.87, Synergy_Loewe=-0.0477, Synergy_HSA=0.971. (5) Drug 1: CNC(=O)C1=CC=CC=C1SC2=CC3=C(C=C2)C(=NN3)C=CC4=CC=CC=N4. Drug 2: C1=CC(=CC=C1CCC2=CNC3=C2C(=O)NC(=N3)N)C(=O)NC(CCC(=O)O)C(=O)O. Cell line: K-562. Synergy scores: CSS=65.3, Synergy_ZIP=-1.26, Synergy_Bliss=-1.60, Synergy_Loewe=-7.40, Synergy_HSA=1.86. (6) Drug 1: CC1C(C(CC(O1)OC2CC(CC3=C2C(=C4C(=C3O)C(=O)C5=C(C4=O)C(=CC=C5)OC)O)(C(=O)CO)O)N)O. Drug 2: CS(=O)(=O)CCNCC1=CC=C(O1)C2=CC3=C(C=C2)N=CN=C3NC4=CC(=C(C=C4)OCC5=CC(=CC=C5)F)Cl. Cell line: NCI-H460. Synergy scores: CSS=51.7, Synergy_ZIP=0.408, Synergy_Bliss=0.530, Synergy_Loewe=-32.0, Synergy_HSA=3.77.